This data is from Full USPTO retrosynthesis dataset with 1.9M reactions from patents (1976-2016). The task is: Predict the reactants needed to synthesize the given product. (1) Given the product [O:7]=[O:8].[CH:2]([CH:3]=[CH2:5])=[O:1].[CH:2](=[O:1])[CH3:3].[C:5](=[O:6])=[O:7], predict the reactants needed to synthesize it. The reactants are: [OH:1][CH2:2][CH:3]([CH2:5][OH:6])O.[O:7]=[O:8]. (2) Given the product [ClH:23].[NH2:11][C@@H:12]1[C@@H:17]2[CH2:18][C@@H:14]([CH2:15][CH2:16]2)[C@@H:13]1[C:19]([O:21][CH3:22])=[O:20], predict the reactants needed to synthesize it. The reactants are: C(OC([NH:11][C@@H:12]1[C@@H:17]2[CH2:18][C@@H:14]([CH:15]=[CH:16]2)[C@@H:13]1[C:19]([O:21][CH3:22])=[O:20])=O)C1C=CC=CC=1.[ClH:23].O1CCOCC1. (3) Given the product [CH:10]1([CH2:9][N:8]2[C:19](=[O:18])[C:20]([C:21]([O:23][CH2:24][CH3:25])=[O:22])=[CH:26][C:3]3[CH2:2][S:1][CH2:6][CH2:5][C:4]2=3)[CH2:15][CH2:14][CH2:13][CH2:12][CH2:11]1, predict the reactants needed to synthesize it. The reactants are: [S:1]1[CH2:6][CH2:5][C:4](=O)[CH2:3][CH2:2]1.[NH2:8][CH2:9][CH:10]1[CH2:15][CH2:14][CH2:13][CH2:12][CH2:11]1.C([O:18][CH:19]=[C:20]([C:26](OCC)=O)[C:21]([O:23][CH2:24][CH3:25])=[O:22])C. (4) Given the product [N:34]1([CH2:33][C:32]2[CH:31]=[C:30](/[CH:29]=[CH:28]/[C:2]3[N:3]=[CH:4][C:5]4[C:6]([CH:19]=3)=[C:7]3[C:15](=[CH:16][CH:17]=4)[C:14]4[C:13](=[O:18])[NH:12][CH2:11][CH2:10][C:9]=4[NH:8]3)[CH:42]=[CH:41][CH:40]=2)[CH2:35][CH2:36][O:37][CH2:38][CH2:39]1, predict the reactants needed to synthesize it. The reactants are: Cl[C:2]1[N:3]=[CH:4][C:5]2[CH2:17][CH2:16][C:15]3[C:14]4[C:13](=[O:18])[NH:12][CH2:11][CH2:10][C:9]=4[NH:8][C:7]=3[C:6]=2[CH:19]=1.CC1(C)C(C)(C)OB(/[CH:28]=[CH:29]/[C:30]2[CH:31]=[C:32]([CH:40]=[CH:41][CH:42]=2)[CH2:33][N:34]2[CH2:39][CH2:38][O:37][CH2:36][CH2:35]2)O1.C1C=CC(P(C2C=CC=CC=2)C2C=CC=CC=2)=CC=1.C([O-])([O-])=O.[Na+].[Na+]. (5) Given the product [CH3:27][C:25]1[NH:24][N:23]=[C:22]([NH:21][C:13]2[N:12]=[C:11]([S:9][C:3]3[CH:8]=[CH:7][CH:6]=[CH:5][CH:4]=3)[C:20]3[C:15]([CH:14]=2)=[CH:16][CH:17]=[CH:18][CH:19]=3)[CH:26]=1, predict the reactants needed to synthesize it. The reactants are: [H-].[Na+].[C:3]1([SH:9])[CH:8]=[CH:7][CH:6]=[CH:5][CH:4]=1.Cl[C:11]1[C:20]2[C:15](=[CH:16][CH:17]=[CH:18][CH:19]=2)[CH:14]=[C:13]([NH:21][C:22]2[CH:26]=[C:25]([CH3:27])[NH:24][N:23]=2)[N:12]=1.C(O)(=O)C. (6) Given the product [CH3:24][O:23][C:13]1[C:11]2[N:12]=[C:8]([NH:7][C:5](=[O:6])[C:4]3[CH:25]=[CH:26][N:27]=[C:2]([N:38]4[CH2:39][CH2:40][N:35]([CH3:34])[CH2:36][CH2:37]4)[CH:3]=3)[S:9][C:10]=2[C:16]([N:17]2[CH2:22][CH2:21][CH2:20][CH2:19][CH2:18]2)=[CH:15][CH:14]=1, predict the reactants needed to synthesize it. The reactants are: Br[C:2]1[CH:3]=[C:4]([CH:25]=[CH:26][N:27]=1)[C:5]([NH:7][C:8]1[S:9][C:10]2[C:16]([N:17]3[CH2:22][CH2:21][CH2:20][CH2:19][CH2:18]3)=[CH:15][CH:14]=[C:13]([O:23][CH3:24])[C:11]=2[N:12]=1)=[O:6].C(=O)([O-])[O-].[Cs+].[Cs+].[CH3:34][N:35]1[CH2:40][CH2:39][NH:38][CH2:37][CH2:36]1. (7) Given the product [NH2:1][C:2]1[C:3]([CH3:11])=[C:4]([CH2:5][OH:6])[CH:8]=[CH:9][CH:10]=1, predict the reactants needed to synthesize it. The reactants are: [NH2:1][C:2]1[C:3]([CH3:11])=[C:4]([CH:8]=[CH:9][CH:10]=1)[C:5](O)=[O:6].O1CCCC1.CO. (8) Given the product [CH3:10][O:9][C:7](=[O:8])[C:6]1[CH:11]=[C:2]([O:1][CH2:17][CH:18]([CH3:20])[CH3:19])[CH:3]=[C:4]([C:12]([O:14][CH3:15])=[O:13])[CH:5]=1, predict the reactants needed to synthesize it. The reactants are: [OH:1][C:2]1[CH:3]=[C:4]([C:12]([O:14][CH3:15])=[O:13])[CH:5]=[C:6]([CH:11]=1)[C:7]([O:9][CH3:10])=[O:8].Br[CH2:17][CH:18]([CH3:20])[CH3:19].C(=O)([O-])[O-].[K+].[K+].